Dataset: Catalyst prediction with 721,799 reactions and 888 catalyst types from USPTO. Task: Predict which catalyst facilitates the given reaction. (1) Reactant: [NH3:1].[S:2]1[C:6]2[CH:7]=[CH:8][CH:9]=[CH:10][C:5]=2[N:4]=[C:3]1[C:11]1[CH:12]=[C:13]([S:16](Cl)(=[O:18])=[O:17])[S:14][CH:15]=1. Product: [S:2]1[C:6]2[CH:7]=[CH:8][CH:9]=[CH:10][C:5]=2[N:4]=[C:3]1[C:11]1[CH:12]=[C:13]([S:16]([NH2:1])(=[O:18])=[O:17])[S:14][CH:15]=1. The catalyst class is: 5. (2) Reactant: [F:1][C:2]1[CH:3]=[C:4]2[C:9](=[CH:10][CH:11]=1)[N:8]=[C:7]([C:12]1[CH:17]=[CH:16][CH:15]=[CH:14][C:13]=1[OH:18])[N:6]=[C:5]2[N:19]1[CH2:23][CH2:22][C@@H:21]([CH2:24][NH:25]C(=O)OCC2C=CC=CC=2)[CH2:20]1. Product: [NH2:25][CH2:24][C@@H:21]1[CH2:22][CH2:23][N:19]([C:5]2[C:4]3[C:9](=[CH:10][CH:11]=[C:2]([F:1])[CH:3]=3)[N:8]=[C:7]([C:12]3[CH:17]=[CH:16][CH:15]=[CH:14][C:13]=3[OH:18])[N:6]=2)[CH2:20]1. The catalyst class is: 43. (3) Reactant: [NH2:1][C:2]1[C:7]([OH:8])=[CH:6][CH:5]=[CH:4][N:3]=1.[CH2:9]([O:11][C:12]([N:14]=[C:15]=[S:16])=[O:13])[CH3:10]. Product: [OH:8][C:7]1[C:2]([NH:1][C:15]([NH:14][C:12]([O:11][CH2:9][CH3:10])=[O:13])=[S:16])=[N:3][CH:4]=[CH:5][CH:6]=1. The catalyst class is: 4. (4) Reactant: CC1(C)[O:6][C@@H:5]([CH2:7][CH2:8][NH:9][C:10]([CH:12]2[CH:16]([C:17]3[CH:22]=[CH:21][CH:20]=[C:19]([Cl:23])[C:18]=3[F:24])[C:15]([C:27]3[CH:32]=[CH:31][C:30]([Cl:33])=[CH:29][C:28]=3[F:34])([C:25]#[N:26])[CH:14]([CH2:35][C:36]3([CH2:42][OH:43])[CH2:41][CH2:40][CH:39]=[CH:38][CH2:37]3)[NH:13]2)=[O:11])[CH2:4][O:3]1.Cl. Product: [OH:6][C@H:5]([CH2:4][OH:3])[CH2:7][CH2:8][NH:9][C:10]([CH:12]1[CH:16]([C:17]2[CH:22]=[CH:21][CH:20]=[C:19]([Cl:23])[C:18]=2[F:24])[C:15]([C:27]2[CH:32]=[CH:31][C:30]([Cl:33])=[CH:29][C:28]=2[F:34])([C:25]#[N:26])[CH:14]([CH2:35][C:36]2([CH2:42][OH:43])[CH2:41][CH2:40][CH:39]=[CH:38][CH2:37]2)[NH:13]1)=[O:11]. The catalyst class is: 7. (5) Reactant: [CH2:1]([O:3][C:4](=[O:32])[CH2:5][CH:6]1[O:10][B:9]([OH:11])[C:8]2[CH:12]=[C:13]([O:17][C:18]3[CH:23]=[CH:22][CH:21]=[C:20]([O:24]CC4C=CC=CC=4)[CH:19]=3)[CH:14]=[C:15]([CH3:16])[C:7]1=2)[CH3:2]. Product: [CH2:1]([O:3][C:4](=[O:32])[CH2:5][CH:6]1[O:10][B:9]([OH:11])[C:8]2[CH:12]=[C:13]([O:17][C:18]3[CH:23]=[CH:22][CH:21]=[C:20]([OH:24])[CH:19]=3)[CH:14]=[C:15]([CH3:16])[C:7]1=2)[CH3:2]. The catalyst class is: 50. (6) Reactant: [S:1]1[C:5]2[CH:6]=[CH:7][CH:8]=[CH:9][C:4]=2[CH:3]=[C:2]1[CH2:10][C:11]1[CH:20]=[CH:19][C:14]([C:15]([O:17]C)=[O:16])=[C:13]([C@@H:21]2[O:50][C@H:49]([CH2:51][O:52][CH2:53][C:54]3[CH:59]=[CH:58][CH:57]=[CH:56][CH:55]=3)[C@@H:40]([O:41][CH2:42][C:43]3[CH:48]=[CH:47][CH:46]=[CH:45][CH:44]=3)[C@H:31]([O:32][CH2:33][C:34]3[CH:39]=[CH:38][CH:37]=[CH:36][CH:35]=3)[C@H:22]2[O:23][CH2:24][C:25]2[CH:30]=[CH:29][CH:28]=[CH:27][CH:26]=2)[CH:12]=1.CO.[OH-].[Na+].Cl. Product: [S:1]1[C:5]2[CH:6]=[CH:7][CH:8]=[CH:9][C:4]=2[CH:3]=[C:2]1[CH2:10][C:11]1[CH:20]=[CH:19][C:14]([C:15]([OH:17])=[O:16])=[C:13]([C@@H:21]2[O:50][C@H:49]([CH2:51][O:52][CH2:53][C:54]3[CH:55]=[CH:56][CH:57]=[CH:58][CH:59]=3)[C@@H:40]([O:41][CH2:42][C:43]3[CH:44]=[CH:45][CH:46]=[CH:47][CH:48]=3)[C@H:31]([O:32][CH2:33][C:34]3[CH:39]=[CH:38][CH:37]=[CH:36][CH:35]=3)[C@H:22]2[O:23][CH2:24][C:25]2[CH:26]=[CH:27][CH:28]=[CH:29][CH:30]=2)[CH:12]=1. The catalyst class is: 7. (7) Reactant: [CH3:1][O:2][C:3]1[CH:8]=[CH:7][C:6]([N:9]2[C:17](O)=[C:16]3[C:11]([CH:12]=[CH:13][CH:14]=[CH:15]3)=[N:10]2)=[CH:5][CH:4]=1.O=P(Cl)(Cl)[Cl:21]. Product: [Cl:21][C:17]1[N:9]([C:6]2[CH:7]=[CH:8][C:3]([O:2][CH3:1])=[CH:4][CH:5]=2)[N:10]=[C:11]2[C:16]=1[CH:15]=[CH:14][CH:13]=[CH:12]2. The catalyst class is: 6. (8) Reactant: [Cl:1][C:2]1[N:3]=[C:4]([N:19]2[CH2:24][CH2:23][O:22][CH2:21][CH2:20]2)[C:5]2[N:11]=[C:10]([CH2:12]P(=O)(OC)OC)[CH:9]=[CH:8][C:6]=2[N:7]=1.C([N-]C(C)C)(C)C.[Li+].[C:33]([N:40]1[CH2:45][CH2:44][C:43](=O)[CH2:42][CH2:41]1)([O:35][C:36]([CH3:39])([CH3:38])[CH3:37])=[O:34]. Product: [Cl:1][C:2]1[N:3]=[C:4]([N:19]2[CH2:20][CH2:21][O:22][CH2:23][CH2:24]2)[C:5]2[N:11]=[C:10]([CH:12]=[C:43]3[CH2:44][CH2:45][N:40]([C:33]([O:35][C:36]([CH3:39])([CH3:38])[CH3:37])=[O:34])[CH2:41][CH2:42]3)[CH:9]=[CH:8][C:6]=2[N:7]=1. The catalyst class is: 1. (9) Reactant: [OH-].[Na+].[O:3]=[C:4]1[NH:12][C:7]2=[N:8][CH:9]=[CH:10][CH:11]=[C:6]2[N:5]1[CH:13]1[CH2:18][CH2:17][N:16]([C:19]2[N:24]=[CH:23][N:22]=[C:21]([C:25]([O:27]CC)=[O:26])[CH:20]=2)[CH2:15][CH2:14]1.O.Cl. Product: [O:3]=[C:4]1[NH:12][C:7]2=[N:8][CH:9]=[CH:10][CH:11]=[C:6]2[N:5]1[CH:13]1[CH2:14][CH2:15][N:16]([C:19]2[N:24]=[CH:23][N:22]=[C:21]([C:25]([OH:27])=[O:26])[CH:20]=2)[CH2:17][CH2:18]1. The catalyst class is: 1. (10) Reactant: [OH:1][C:2]1[CH:3]=[C:4]([CH:8]=[CH:9][C:10]=1[OH:11])[C:5]([OH:7])=O.CCN=C=NCCCN(C)C.CCN(C(C)C)C(C)C.C1C=CC2N(O)N=NC=2C=1.[NH2:42][CH2:43][CH2:44][CH2:45][NH:46][C:47](=[O:73])[CH2:48][C@@H:49]1[N:55]=[C:54]([C:56]2[CH:61]=[CH:60][C:59]([Cl:62])=[CH:58][CH:57]=2)[C:53]2[CH:63]=[C:64]([O:67][CH3:68])[CH:65]=[CH:66][C:52]=2[N:51]2[C:69]([CH3:72])=[N:70][N:71]=[C:50]12. Product: [Cl:62][C:59]1[CH:60]=[CH:61][C:56]([C:54]2[C:53]3[CH:63]=[C:64]([O:67][CH3:68])[CH:65]=[CH:66][C:52]=3[N:51]3[C:69]([CH3:72])=[N:70][N:71]=[C:50]3[C@H:49]([CH2:48][C:47]([NH:46][CH2:45][CH2:44][CH2:43][NH:42][C:5](=[O:7])[C:4]3[CH:8]=[CH:9][C:10]([OH:11])=[C:2]([OH:1])[CH:3]=3)=[O:73])[N:55]=2)=[CH:57][CH:58]=1. The catalyst class is: 3.